From a dataset of Reaction yield outcomes from USPTO patents with 853,638 reactions. Predict the reaction yield, written as a fraction of the theoretical maximum amount of product (1.0 means a 100% yield; for example, 0.34 means a 34% yield). (1) The reactants are [NH+]1C=CC=CC=1.C1(C)C=CC(S([O-])(=O)=O)=CC=1.[OH:18][CH:19]1[CH2:24][CH2:23][CH:22]([C:25]([O:27][CH2:28][CH3:29])=[O:26])[CH2:21][CH2:20]1.[O:30]1[CH:35]=[CH:34][CH2:33][CH2:32][CH2:31]1. The catalyst is C(Cl)Cl. The product is [O:30]1[CH2:35][CH2:34][CH2:33][CH2:32][CH:31]1[O:18][CH:19]1[CH2:20][CH2:21][CH:22]([C:25]([O:27][CH2:28][CH3:29])=[O:26])[CH2:23][CH2:24]1. The yield is 0.850. (2) The reactants are Cl[C:2]1[N:7]=[CH:6][N:5]=[C:4]([C:8]2[C:12]3[C:13]([NH:18][CH:19]4[CH2:24][CH2:23][O:22][CH2:21][CH2:20]4)=[N:14][C:15]([CH3:17])=[CH:16][C:11]=3[NH:10][N:9]=2)[CH:3]=1.[CH3:25][CH2:26][O-:27].[Na+]. The catalyst is CCO.C1COCC1. The product is [CH2:26]([O:27][C:2]1[N:7]=[CH:6][N:5]=[C:4]([C:8]2[C:12]3[C:13]([NH:18][CH:19]4[CH2:24][CH2:23][O:22][CH2:21][CH2:20]4)=[N:14][C:15]([CH3:17])=[CH:16][C:11]=3[NH:10][N:9]=2)[CH:3]=1)[CH3:25]. The yield is 0.120. (3) The reactants are [Cl:1][C:2]1[CH:7]=[CH:6][CH:5]=[C:4]([Cl:8])[C:3]=1[CH2:9][CH2:10][C:11]1[C:15]([C:16](OC)=[O:17])=[C:14]([CH:20]([CH3:22])[CH3:21])[O:13][N:12]=1.[H-].C([Al+]CC(C)C)C(C)C.C1(C)C=CC=CC=1.[C@H](O)(C([O-])=O)[C@@H](O)C([O-])=O.[Na+].[K+]. The catalyst is C1COCC1.CO. The product is [Cl:1][C:2]1[CH:7]=[CH:6][CH:5]=[C:4]([Cl:8])[C:3]=1[CH2:9][CH2:10][C:11]1[C:15]([CH2:16][OH:17])=[C:14]([CH:20]([CH3:22])[CH3:21])[O:13][N:12]=1. The yield is 0.516. (4) The reactants are [F:1][C:2]1[CH:36]=[CH:35][C:5]([CH2:6][N:7]2[C:15]3[CH:14]=[CH:13][CH:12]=[CH:11][C:10]=3[C:9]3[CH2:16][C@H:17]4[C:22](=[O:23])[N:21]([CH2:24][CH2:25][CH2:26][C:27]([O:29]C(C)(C)C)=[O:28])[C:20](=[O:34])[N:18]4[CH2:19][C:8]2=3)=[CH:4][CH:3]=1.Cl. The catalyst is O1CCOCC1. The product is [F:1][C:2]1[CH:36]=[CH:35][C:5]([CH2:6][N:7]2[C:15]3[CH:14]=[CH:13][CH:12]=[CH:11][C:10]=3[C:9]3[CH2:16][C@H:17]4[C:22](=[O:23])[N:21]([CH2:24][CH2:25][CH2:26][C:27]([OH:29])=[O:28])[C:20](=[O:34])[N:18]4[CH2:19][C:8]2=3)=[CH:4][CH:3]=1. The yield is 0.750.